From a dataset of Aqueous solubility values for 9,982 compounds from the AqSolDB database. Regression/Classification. Given a drug SMILES string, predict its absorption, distribution, metabolism, or excretion properties. Task type varies by dataset: regression for continuous measurements (e.g., permeability, clearance, half-life) or binary classification for categorical outcomes (e.g., BBB penetration, CYP inhibition). For this dataset (solubility_aqsoldb), we predict Y. (1) The drug is CC(=O)N(C)N(C(=O)C(=O)N(C)C)c1ccccc1. The Y is -0.534 log mol/L. (2) The molecule is CNC(=O)ON=C1C(Cl)C2CC(C#N)C1C2. The Y is -2.08 log mol/L. (3) The molecule is NS(=O)(=O)c1nnc(NS(=O)(=O)c2ccc(I)cc2)s1. The Y is -2.20 log mol/L. (4) The drug is ClCC(Cl)(Cl)Cl. The Y is -2.20 log mol/L. (5) The molecule is CN(C)C(=N)N(C)C. The Y is 0.939 log mol/L. (6) The molecule is O=C(O)c1ccc(F)cc1. The Y is -2.07 log mol/L. (7) The molecule is Cc1cc(S(=O)(=O)O)c(N)cc1Cl. The Y is -2.41 log mol/L.